Dataset: Reaction yield outcomes from USPTO patents with 853,638 reactions. Task: Predict the reaction yield, written as a fraction of the theoretical maximum amount of product (1.0 means a 100% yield; for example, 0.34 means a 34% yield). The reactants are [Na].[Cl:2][C:3]1[C:16]2[C:15](=[O:17])[C:14]3[C:9](=[CH:10][CH:11]=[CH:12][CH:13]=3)[S:8][C:7]=2[C:6]([OH:18])=[CH:5][CH:4]=1.Br[CH2:20][CH2:21][CH2:22][Cl:23]. The catalyst is C(O)(C)C.O. The product is [Cl:2][C:3]1[C:16]2[C:15](=[O:17])[C:14]3[C:9](=[CH:10][CH:11]=[CH:12][CH:13]=3)[S:8][C:7]=2[C:6]([O:18][CH2:20][CH2:21][CH2:22][Cl:23])=[CH:5][CH:4]=1. The yield is 0.720.